Dataset: NCI-60 drug combinations with 297,098 pairs across 59 cell lines. Task: Regression. Given two drug SMILES strings and cell line genomic features, predict the synergy score measuring deviation from expected non-interaction effect. Drug 1: CNC(=O)C1=CC=CC=C1SC2=CC3=C(C=C2)C(=NN3)C=CC4=CC=CC=N4. Drug 2: CC(C)NC(=O)C1=CC=C(C=C1)CNNC.Cl. Cell line: HS 578T. Synergy scores: CSS=4.12, Synergy_ZIP=1.56, Synergy_Bliss=4.58, Synergy_Loewe=-1.85, Synergy_HSA=0.261.